Dataset: Reaction yield outcomes from USPTO patents with 853,638 reactions. Task: Predict the reaction yield, written as a fraction of the theoretical maximum amount of product (1.0 means a 100% yield; for example, 0.34 means a 34% yield). (1) The reactants are [Cl:1][C:2]1[N:7]=[C:6]([CH:8]=[CH:9][C:10]2[CH:11]=[N:12][CH:13]=[CH:14][CH:15]=2)[N:5]=[C:4]([N:16]2[CH2:21][CH2:20][O:19][CH2:18][CH2:17]2)[CH:3]=1. The catalyst is [Pd].C(O)(=O)C.C(O)C. The product is [Cl:1][C:2]1[N:7]=[C:6]([CH2:8][CH2:9][C:10]2[CH:11]=[N:12][CH:13]=[CH:14][CH:15]=2)[N:5]=[C:4]([N:16]2[CH2:17][CH2:18][O:19][CH2:20][CH2:21]2)[CH:3]=1. The yield is 0.770. (2) The reactants are Cl[C:2]1[CH:3]=[C:4]([N:21](CC2C=CC(OC)=CC=2)[C:22](=[O:24])[CH3:23])[C:5]2[N:6]([C:8]([C:11]([NH:13][C:14]3[CH:19]=[CH:18][N:17]=[CH:16][C:15]=3[F:20])=[O:12])=[CH:9][N:10]=2)[N:7]=1.[C@H:34]1([NH2:41])[CH2:39][CH2:38][C@H:37]([NH2:40])[CH2:36][CH2:35]1.O. The catalyst is CN1C(=O)CCC1. The product is [C:22]([NH:21][C:4]1[C:5]2[N:6]([C:8]([C:11]([NH:13][C:14]3[CH:19]=[CH:18][N:17]=[CH:16][C:15]=3[F:20])=[O:12])=[CH:9][N:10]=2)[N:7]=[C:2]([NH:40][C@H:37]2[CH2:38][CH2:39][C@H:34]([NH2:41])[CH2:35][CH2:36]2)[CH:3]=1)(=[O:24])[CH3:23]. The yield is 0.210. (3) The reactants are [N:1]([C@@H:4]1[CH2:28][CH2:27][C@@:26]2([CH3:29])[C:6](=[CH:7][CH2:8][C@@H:9]3[C@@H:25]2[CH2:24][CH2:23][C@@:22]2([CH3:30])[C@H:10]3[CH2:11][CH2:12][C@@H:13]2[C@H:14]([CH3:21])[CH2:15][CH2:16][CH2:17][CH:18]([CH3:20])[CH3:19])[CH2:5]1)=[N+]=[N-].[H-].[Al+3].[Li+].[H-].[H-].[H-].O.[OH-].[Na+]. The catalyst is C(OCC)C. The product is [NH2:1][C@@H:4]1[CH2:28][CH2:27][C@@:26]2([CH3:29])[C:6](=[CH:7][CH2:8][C@@H:9]3[C@@H:25]2[CH2:24][CH2:23][C@@:22]2([CH3:30])[C@H:10]3[CH2:11][CH2:12][C@@H:13]2[C@H:14]([CH3:21])[CH2:15][CH2:16][CH2:17][CH:18]([CH3:20])[CH3:19])[CH2:5]1. The yield is 0.930. (4) The reactants are [I:1][C:2]1[CH:7]=[CH:6][C:5]([NH:8][CH2:9][C:10]2[CH:15]=[CH:14][C:13]([O:16]C3CCCCO3)=[CH:12][CH:11]=2)=[CH:4][CH:3]=1.C(N(CC)CC)C.[C:30]1([S:36](Cl)(=[O:38])=[O:37])[CH:35]=[CH:34][CH:33]=[CH:32][CH:31]=1. The catalyst is C(Cl)Cl. The product is [OH:16][C:13]1[CH:12]=[CH:11][C:10]([CH2:9][N:8]([C:5]2[CH:4]=[CH:3][C:2]([I:1])=[CH:7][CH:6]=2)[S:36]([C:30]2[CH:35]=[CH:34][CH:33]=[CH:32][CH:31]=2)(=[O:38])=[O:37])=[CH:15][CH:14]=1. The yield is 0.820. (5) The reactants are [CH3:1][C:2]1[N:6]([CH2:7][C:8]2[C:17]3[C:12](=[CH:13][CH:14]=[CH:15][CH:16]=3)[CH:11]=[CH:10][CH:9]=2)[C:5]2[CH:18]=[C:19]([N:24]3[CH2:29][CH2:28][O:27][CH2:26][CH2:25]3)[CH:20]=[C:21]([C:22]#[N:23])[C:4]=2[N:3]=1.[C:30]([NH:33][NH2:34])(=O)[CH3:31].C(=O)([O-])[O-].[K+].[K+].C(Cl)Cl. The catalyst is C(O)CCC.O. The product is [CH3:1][C:2]1[N:6]([CH2:7][C:8]2[C:17]3[C:12](=[CH:13][CH:14]=[CH:15][CH:16]=3)[CH:11]=[CH:10][CH:9]=2)[C:5]2[CH:18]=[C:19]([N:24]3[CH2:29][CH2:28][O:27][CH2:26][CH2:25]3)[CH:20]=[C:21]([C:22]3[NH:34][N:33]=[C:30]([CH3:31])[N:23]=3)[C:4]=2[N:3]=1. The yield is 0.250. (6) The reactants are N1C=CC=CC=1.[CH2:7]([N:9]([CH2:41][CH3:42])[C:10]1[CH:15]=[CH:14][C:13]([C:16]2([C:35]3[CH:40]=[CH:39][CH:38]=[CH:37][CH:36]=3)[O:21][C:20]3[C:22]4[C:27]([C:28]([OH:34])=[C:29]([C:30]([O:32][CH3:33])=[O:31])[C:19]=3[CH:18]=[CH:17]2)=[CH:26][CH:25]=[CH:24][CH:23]=4)=[CH:12][CH:11]=1)[CH3:8].[F:43][C:44]([F:57])([F:56])[S:45](O[S:45]([C:44]([F:57])([F:56])[F:43])(=[O:47])=[O:46])(=[O:47])=[O:46].Cl. The catalyst is C(Cl)Cl. The product is [CH2:41]([N:9]([CH2:7][CH3:8])[C:10]1[CH:15]=[CH:14][C:13]([C:16]2([C:35]3[CH:40]=[CH:39][CH:38]=[CH:37][CH:36]=3)[O:21][C:20]3[C:22]4[C:27]([C:28]([O:34][S:45]([C:44]([F:57])([F:56])[F:43])(=[O:47])=[O:46])=[C:29]([C:30]([O:32][CH3:33])=[O:31])[C:19]=3[CH:18]=[CH:17]2)=[CH:26][CH:25]=[CH:24][CH:23]=4)=[CH:12][CH:11]=1)[CH3:42]. The yield is 0.720.